From a dataset of Drug-target binding data from BindingDB using Ki measurements. Regression. Given a target protein amino acid sequence and a drug SMILES string, predict the binding affinity score between them. We predict pKi (pKi = -log10(Ki in M); higher means stronger inhibition). Dataset: bindingdb_ki. The small molecule is C[C@@H](NC(=O)C1CCCC1)C(=O)N1CCN(CCCOc2ccc(-c3noc(-c4ccccc4)n3)c(F)c2)CC1. The target protein (Q9Y5N1) has sequence MERAPPDGPLNASGALAGEAAAAGGARGFSAAWTAVLAALMALLIVATVLGNALVMLAFVADSSLRTQNNFFLLNLAISDFLVGAFCIPLYVPYVLTGRWTFGRGLCKLWLVVDYLLCTSSAFNIVLISYDRFLSVTRAVSYRAQQGDTRRAVRKMLLVWVLAFLLYGPAILSWEYLSGGSSIPEGHCYAEFFYNWYFLITASTLEFFTPFLSVTFFNLSIYLNIQRRTRLRLDGAREAAGPEPPPEAQPSPPPPPGCWGCWQKGHGEAMPLHRYGVGEAAVGAEAGEATLGGGGGGGSVASPTSSSGSSSRGTERPRSLKRGSKPSASSASLEKRMKMVSQSFTQRFRLSRDRKVAKSLAVIVSIFGLCWAPYTLLMIIRAACHGHCVPDYWYETSFWLLWANSAVNPVLYPLCHHSFRRAFTKLLCPQKLKIQPHSSLEHCWK. The pKi is 7.2.